Dataset: Forward reaction prediction with 1.9M reactions from USPTO patents (1976-2016). Task: Predict the product of the given reaction. (1) The product is: [OH:4][CH2:5][CH2:6][O:7][C:8]1[CH:13]=[C:12]([C:14]([NH:16][CH2:17][C:18]2[CH:23]=[CH:22][C:21]([S:24]([CH:27]([CH3:29])[CH3:28])(=[O:25])=[O:26])=[CH:20][CH:19]=2)=[O:15])[C:11](=[O:30])[N:10]([C:31]2[CH:36]=[CH:35][CH:34]=[C:33]([C:37]([F:40])([F:38])[F:39])[CH:32]=2)[C:9]=1[CH3:41]. Given the reactants C([O:4][CH2:5][CH2:6][O:7][C:8]1[CH:13]=[C:12]([C:14]([NH:16][CH2:17][C:18]2[CH:23]=[CH:22][C:21]([S:24]([CH:27]([CH3:29])[CH3:28])(=[O:26])=[O:25])=[CH:20][CH:19]=2)=[O:15])[C:11](=[O:30])[N:10]([C:31]2[CH:36]=[CH:35][CH:34]=[C:33]([C:37]([F:40])([F:39])[F:38])[CH:32]=2)[C:9]=1[CH3:41])(=O)C.CO.[OH-].[Na+].C(O)(=O)C, predict the reaction product. (2) Given the reactants [CH3:1][CH:2]([C:6]1[C:10](/[CH:11]=[CH:12]/[C:13]([O:15][CH2:16][CH3:17])=[O:14])=[CH:9][N:8]([C:18]2[CH:23]=[CH:22][C:21]([C:24]([F:27])([F:26])[F:25])=[CH:20][N:19]=2)[N:7]=1)[CH2:3][CH2:4][CH3:5], predict the reaction product. The product is: [CH3:1][CH:2]([C:6]1[C:10]([CH2:11][CH2:12][C:13]([O:15][CH2:16][CH3:17])=[O:14])=[CH:9][N:8]([C:18]2[CH:23]=[CH:22][C:21]([C:24]([F:27])([F:26])[F:25])=[CH:20][N:19]=2)[N:7]=1)[CH2:3][CH2:4][CH3:5]. (3) Given the reactants C([O:3][C:4](=[O:31])[CH2:5][O:6][C:7]1[CH:12]=[CH:11][C:10]([S:13][C:14]2[CH:19]=[C:18]([OH:20])[CH:17]=[C:16]([C:21]#[C:22][C:23]3[CH:28]=[CH:27][C:26]([Cl:29])=[CH:25][CH:24]=3)[CH:15]=2)=[CH:9][C:8]=1[Cl:30])C.[OH-].[Na+].Cl, predict the reaction product. The product is: [Cl:30][C:8]1[CH:9]=[C:10]([S:13][C:14]2[CH:19]=[C:18]([OH:20])[CH:17]=[C:16]([C:21]#[C:22][C:23]3[CH:24]=[CH:25][C:26]([Cl:29])=[CH:27][CH:28]=3)[CH:15]=2)[CH:11]=[CH:12][C:7]=1[O:6][CH2:5][C:4]([OH:31])=[O:3]. (4) Given the reactants [CH3:1][O:2][C:3]1[CH:8]=[CH:7][C:6]([C:9]2[CH:14]=[CH:13][C:12]([C:15]([NH:17][C@H:18]([C:23]([O:25][CH3:26])=[O:24])[CH2:19][CH2:20][CH2:21][CH3:22])=[O:16])=[C:11]([N+:27]([O-])=O)[CH:10]=2)=[CH:5][CH:4]=1, predict the reaction product. The product is: [NH2:27][C:11]1[CH:10]=[C:9]([C:6]2[CH:5]=[CH:4][C:3]([O:2][CH3:1])=[CH:8][CH:7]=2)[CH:14]=[CH:13][C:12]=1[C:15]([NH:17][C@H:18]([C:23]([O:25][CH3:26])=[O:24])[CH2:19][CH2:20][CH2:21][CH3:22])=[O:16]. (5) Given the reactants [H-].[Na+].C(O)C.Cl.[Cl:7][C:8]1[CH:9]=[C:10]([O:16][CH2:17][C:18]([O:20][CH2:21][CH3:22])=[O:19])[C:11]([C:14]#[N:15])=[N:12][CH:13]=1, predict the reaction product. The product is: [NH2:15][C:14]1[C:11]2=[N:12][CH:13]=[C:8]([Cl:7])[CH:9]=[C:10]2[O:16][C:17]=1[C:18]([O:20][CH2:21][CH3:22])=[O:19]. (6) Given the reactants [O-]S([O-])(=O)=O.[Mg+2].[CH3:7][C:8]1([CH3:15])[O:12][C@H:11]([CH:13]=O)[CH2:10][O:9]1.[CH3:16][O:17][C:18]1[CH:25]=[C:24]([O:26][CH3:27])[CH:23]=[CH:22][C:19]=1[CH2:20][NH2:21], predict the reaction product. The product is: [CH3:16][O:17][C:18]1[CH:25]=[C:24]([O:26][CH3:27])[CH:23]=[CH:22][C:19]=1[CH2:20]/[N:21]=[CH:13]/[C@@H:11]1[CH2:10][O:9][C:8]([CH3:7])([CH3:15])[O:12]1. (7) Given the reactants IC1C2C(=CC(C(F)(F)F)=CC=2)[N:4](S(C2C=CC=CC=2)(=O)=O)C=1.[F:24][C:25]1[CH:33]=[C:32]2[C:28]([C:29]([C:43]3[CH:44]=[N:45][N:46]([CH2:48][CH:49]([CH3:53])[C:50](O)=[O:51])[CH:47]=3)=[CH:30][N:31]2[S:34]([C:37]2[CH:42]=[CH:41][CH:40]=[CH:39][CH:38]=2)(=[O:36])=[O:35])=[CH:27][CH:26]=1, predict the reaction product. The product is: [F:24][C:25]1[CH:33]=[C:32]2[C:28]([C:29]([C:43]3[CH:44]=[N:45][N:46]([CH2:48][CH:49]([CH3:53])[C:50]([NH2:4])=[O:51])[CH:47]=3)=[CH:30][N:31]2[S:34]([C:37]2[CH:38]=[CH:39][CH:40]=[CH:41][CH:42]=2)(=[O:36])=[O:35])=[CH:27][CH:26]=1. (8) Given the reactants [CH2:1]([O:8][C:9]([NH:11][C@H:12]1[CH2:16][CH2:15][N:14]([C@H:17]2[CH2:22][CH2:21][C@@H:20]([NH:23][C:24]([O:26][C:27]([CH3:30])([CH3:29])[CH3:28])=[O:25])[CH2:19][C@H:18]2C(N)=O)[C:13]1=[O:34])=[O:10])[C:2]1[CH:7]=[CH:6][CH:5]=[CH:4][CH:3]=1.C(O)(=O)C.C(O)(=O)C.IC1C=CC=CC=1.C(O)(=O)C.CC#[N:56], predict the reaction product. The product is: [NH2:56][C@H:18]1[C@@H:17]([N:14]2[CH2:15][CH2:16][C@H:12]([NH:11][C:9]([O:8][CH2:1][C:2]3[CH:3]=[CH:4][CH:5]=[CH:6][CH:7]=3)=[O:10])[C:13]2=[O:34])[CH2:22][CH2:21][C@@H:20]([NH:23][C:24](=[O:25])[O:26][C:27]([CH3:30])([CH3:28])[CH3:29])[CH2:19]1.